This data is from Forward reaction prediction with 1.9M reactions from USPTO patents (1976-2016). The task is: Predict the product of the given reaction. (1) The product is: [OH:29][C:7]1[CH:27]=[CH:26][C:10]([O:11][C:12]2[CH:13]=[C:14]([C:22]([O:24][CH3:25])=[O:23])[CH:15]=[C:16]([CH:21]=2)[C:17]([O:19][CH3:20])=[O:18])=[CH:9][CH:8]=1. Given the reactants S(=O)(=O)(O)O.N[C:7]1[CH:27]=[CH:26][C:10]([O:11][C:12]2[CH:13]=[C:14]([C:22]([O:24][CH3:25])=[O:23])[CH:15]=[C:16]([CH:21]=2)[C:17]([O:19][CH3:20])=[O:18])=[CH:9][CH:8]=1.N([O-])=[O:29].[Na+], predict the reaction product. (2) Given the reactants [CH2:1]([N:3]([CH2:29][CH3:30])[CH2:4][CH2:5][N:6]1[CH2:11][CH2:10][C:9]2[NH:12][C:13]([CH:16]=[C:17]3[C:25]4[C:20](=[CH:21][CH:22]=[C:23]([F:26])[CH:24]=4)[NH:19][C:18]3=[O:27])=[C:14]([CH3:15])[C:8]=2[C:7]1=[O:28])[CH3:2].ClCCl.[CH3:34][S:35]([OH:38])(=[O:37])=[O:36], predict the reaction product. The product is: [S:35]([OH:38])(=[O:37])(=[O:36])[CH3:34].[CH2:29]([N:3]([CH2:1][CH3:2])[CH2:4][CH2:5][N:6]1[CH2:11][CH2:10][C:9]2[NH:12][C:13]([CH:16]=[C:17]3[C:25]4[C:20](=[CH:21][CH:22]=[C:23]([F:26])[CH:24]=4)[NH:19][C:18]3=[O:27])=[C:14]([CH3:15])[C:8]=2[C:7]1=[O:28])[CH3:30].[S:35]([OH:38])(=[O:37])(=[O:36])[CH3:34].[CH2:1]([N:3]([CH2:29][CH3:30])[CH2:4][CH2:5][CH:11]1[NH:6][C:7](=[O:28])[C:8]2[C:14]([CH3:15])=[C:13]([CH:16]=[C:17]3[C:25]4[C:20](=[CH:21][CH:22]=[C:23]([F:26])[CH:24]=4)[NH:19][C:18]3=[O:27])[NH:12][C:9]=2[CH2:10]1)[CH3:2]. (3) Given the reactants [Cl:1][C:2]1[CH:33]=[CH:32][C:5]([C:6]2[C:11]([C:12]3[CH:21]=[CH:20][C:19]4[C:14](=[CH:15][CH:16]=[C:17]([C:22](O)=[O:23])[CH:18]=4)[N:13]=3)=[CH:10][C:9]([C:25]([N:27]3[CH2:31][CH2:30][CH2:29][CH2:28]3)=[O:26])=[CH:8][CH:7]=2)=[CH:4][CH:3]=1.CN(C(ON1N=NC2C=CC=NC1=2)=[N+](C)C)C.F[P-](F)(F)(F)(F)F.CCN(C(C)C)C(C)C.[CH2:67]([O:69][C:70](=[O:85])[C:71]1[CH:76]=[CH:75][C:74]([NH:77][CH:78]2[CH2:83][CH2:82][CH2:81][CH2:80][CH2:79]2)=[C:73]([NH2:84])[CH:72]=1)[CH3:68], predict the reaction product. The product is: [CH2:67]([O:69][C:70](=[O:85])[C:71]1[CH:76]=[CH:75][C:74]([NH:77][CH:78]2[CH2:79][CH2:80][CH2:81][CH2:82][CH2:83]2)=[C:73]([NH:84][C:22]([C:17]2[CH:18]=[C:19]3[C:14](=[CH:15][CH:16]=2)[N:13]=[C:12]([C:11]2[C:6]([C:5]4[CH:32]=[CH:33][C:2]([Cl:1])=[CH:3][CH:4]=4)=[CH:7][CH:8]=[C:9]([C:25]([N:27]4[CH2:31][CH2:30][CH2:29][CH2:28]4)=[O:26])[CH:10]=2)[CH:21]=[CH:20]3)=[O:23])[CH:72]=1)[CH3:68]. (4) Given the reactants C([O:8][C:9]1[C:17]([F:18])=[C:16]2[C:12]([CH2:13][N:14]([CH2:20][C@H:21]3[CH2:26][CH2:25][C@H:24]([CH2:27][OH:28])[CH2:23][CH2:22]3)[C:15]2=[O:19])=[CH:11][CH:10]=1)C1C=CC=CC=1.[H][H], predict the reaction product. The product is: [F:18][C:17]1[C:9]([OH:8])=[CH:10][CH:11]=[C:12]2[C:16]=1[C:15](=[O:19])[N:14]([CH2:20][C@H:21]1[CH2:22][CH2:23][C@H:24]([CH2:27][OH:28])[CH2:25][CH2:26]1)[CH2:13]2. (5) Given the reactants [CH3:1][C@H:2]([NH:11][CH3:12])[C@@H:3]([OH:10])[C:4]1[CH:5]=[CH:6][CH:7]=[CH:8][CH:9]=1.OS(O)(=O)=O.CCOC(N1CCC(=C2C3N=CC=CC=3CCC3C=C(Cl)C=CC2=3)CC1)=O, predict the reaction product. The product is: [CH3:1][C@H:2]([NH:11][CH3:12])[C@@H:3]([OH:10])[C:4]1[CH:5]=[CH:6][CH:7]=[CH:8][CH:9]=1. (6) Given the reactants Cl[C:2]1[C:7]([N+:8]([O-:10])=[O:9])=[C:6]([CH3:11])[CH:5]=[CH:4][N:3]=1.[Br:12][C:13]1[CH:18]=[CH:17][C:16]([C@H:19]([NH2:21])[CH3:20])=[CH:15][CH:14]=1.C(N(CC)CC)C, predict the reaction product. The product is: [Br:12][C:13]1[CH:18]=[CH:17][C:16]([C@H:19]([NH:21][C:2]2[C:7]([N+:8]([O-:10])=[O:9])=[C:6]([CH3:11])[CH:5]=[CH:4][N:3]=2)[CH3:20])=[CH:15][CH:14]=1. (7) Given the reactants O=[C:2]1[CH2:7][CH2:6][N:5]([C:8]([O:10][C:11]([CH3:14])([CH3:13])[CH3:12])=[O:9])[CH2:4][CH2:3]1.[NH2:15][CH2:16][CH2:17][OH:18].C(O[BH-](OC(=O)C)OC(=O)C)(=O)C.[Na+].[OH-].[Na+], predict the reaction product. The product is: [OH:18][CH2:17][CH2:16][NH:15][CH:2]1[CH2:7][CH2:6][N:5]([C:8]([O:10][C:11]([CH3:14])([CH3:13])[CH3:12])=[O:9])[CH2:4][CH2:3]1. (8) Given the reactants F[C:2]1[CH:3]=[N:4][CH:5]=[CH:6][C:7]=1[C:8]1[O:9][C:10]2[CH:16]=[CH:15][C:14]([C:17]([F:20])([F:19])[F:18])=[CH:13][C:11]=2[N:12]=1.C(=O)([O-])[O-].[K+].[K+].CN(C=O)C.[CH3:32][CH:33]([SH:35])[CH3:34], predict the reaction product. The product is: [CH:33]([S:35][C:2]1[CH:3]=[N:4][CH:5]=[CH:6][C:7]=1[C:8]1[O:9][C:10]2[CH:16]=[CH:15][C:14]([C:17]([F:20])([F:19])[F:18])=[CH:13][C:11]=2[N:12]=1)([CH3:34])[CH3:32]. (9) The product is: [OH:7][CH2:6][CH2:5][O:4][CH2:3][CH2:2][NH:1][CH2:19][CH:17]([OH:18])[CH2:16][O:15][CH2:14][CH2:13][CH2:12][Si:11]([CH3:20])([CH3:21])[O:10][Si:9]([CH3:28])([CH3:8])[CH2:22][CH2:23][Si:24]([CH3:27])([CH3:26])[CH3:25]. Given the reactants [NH2:1][CH2:2][CH2:3][O:4][CH2:5][CH2:6][OH:7].[CH3:8][Si:9]([CH3:28])([CH2:22][CH2:23][Si:24]([CH3:27])([CH3:26])[CH3:25])[O:10][Si:11]([CH3:21])([CH3:20])[CH2:12][CH2:13][CH2:14][O:15][CH2:16][CH:17]1[CH2:19][O:18]1, predict the reaction product. (10) The product is: [CH2:1]([NH:8][C:9]([C:11]1[CH:12]=[CH:13][C:14]([C:15]([OH:17])=[O:16])=[CH:19][CH:20]=1)=[O:10])[C:2]1[CH:3]=[CH:4][CH:5]=[CH:6][CH:7]=1. Given the reactants [CH2:1]([NH:8][C:9]([C:11]1[CH:20]=[CH:19][C:14]([C:15]([O:17]C)=[O:16])=[CH:13][CH:12]=1)=[O:10])[C:2]1[CH:7]=[CH:6][CH:5]=[CH:4][CH:3]=1.[Li+].[OH-], predict the reaction product.